Dataset: Reaction yield outcomes from USPTO patents with 853,638 reactions. Task: Predict the reaction yield, written as a fraction of the theoretical maximum amount of product (1.0 means a 100% yield; for example, 0.34 means a 34% yield). (1) The reactants are [CH2:1]([N:3]1[C:12]2[C:7](=[N:8][CH:9]=[C:10]([C:13]3[CH:18]=[CH:17][C:16]([C:19]4[N:23](C5CCCCO5)[CH:22]=[N:21][N:20]=4)=[CH:15][CH:14]=3)[N:11]=2)[NH:6][C:5](=[O:30])[CH2:4]1)[CH3:2].[ClH:31]. The catalyst is C(O)C.O1CCOCC1. The product is [ClH:31].[N:21]1[N:20]=[C:19]([C:16]2[CH:17]=[CH:18][C:13]([C:10]3[N:11]=[C:12]4[N:3]([CH2:1][CH3:2])[CH2:4][C:5](=[O:30])[NH:6][C:7]4=[N:8][CH:9]=3)=[CH:14][CH:15]=2)[NH:23][CH:22]=1. The yield is 0.820. (2) The reactants are [OH-].[Na+].[CH3:3][C:4]1[CH:9]=[CH:8][C:7]([S:10](Cl)(=[O:12])=[O:11])=[CH:6][CH:5]=1.[Cl:14][C:15]1[C:16]2[CH:23]=[CH:22][NH:21][C:17]=2[N:18]=[CH:19][N:20]=1. The catalyst is CC(C)=O. The product is [Cl:14][C:15]1[C:16]2[CH:23]=[CH:22][N:21]([S:10]([C:7]3[CH:8]=[CH:9][C:4]([CH3:3])=[CH:5][CH:6]=3)(=[O:12])=[O:11])[C:17]=2[N:18]=[CH:19][N:20]=1. The yield is 0.970. (3) The reactants are [CH2:1]([O:3][C:4](=[O:26])[CH2:5][CH2:6][CH2:7][O:8][C:9]1[CH:14]=[CH:13][C:12]([C:15]2[CH:20]=[CH:19][C:18]([O:21][CH2:22][CH3:23])=[CH:17][CH:16]=2)=[CH:11][C:10]=1C=O)[CH3:2].[O-][CH2:28]C.[Na+].Cl. The catalyst is C(=O)(OCC)OCC.C(O)C. The product is [CH2:1]([O:3][C:4]([C:5]1[CH2:6][CH2:7][O:8][C:9]2[CH:14]=[CH:13][C:12]([C:15]3[CH:20]=[CH:19][C:18]([O:21][CH2:22][CH3:23])=[CH:17][CH:16]=3)=[CH:11][C:10]=2[CH:28]=1)=[O:26])[CH3:2]. The yield is 0.820. (4) The reactants are [NH2:1][C:2]1[NH:6][N:5]=[C:4]([CH3:7])[C:3]=1[C:8]1[S:9][C:10]2[CH:16]=[C:15]([S:17](Cl)(=[O:19])=[O:18])[CH:14]=[CH:13][C:11]=2[N:12]=1.[N:21]1([CH2:27][CH2:28][NH2:29])[CH2:26][CH2:25][O:24][CH2:23][CH2:22]1.CN1CCOCC1. The catalyst is CO. The product is [N:21]1([CH2:27][CH2:28][NH:29][S:17]([C:15]2[CH:14]=[CH:13][C:11]3[N:12]=[C:8]([C:3]4[C:4]([CH3:7])=[N:5][NH:6][C:2]=4[NH2:1])[S:9][C:10]=3[CH:16]=2)(=[O:19])=[O:18])[CH2:26][CH2:25][O:24][CH2:23][CH2:22]1. The yield is 0.430. (5) The yield is 0.348. The catalyst is N1C=CC=CC=1. The product is [F:15][C:12]([F:13])([F:14])[S:9]([O:8][C:29]1[CH:30]=[C:25]2[C:24]([C:33](=[O:34])[NH:35][CH3:36])=[C:23]([C:20]3[CH:21]=[CH:22][C:17]([F:16])=[CH:18][CH:19]=3)[O:32][C:26]2=[CH:27][N:28]=1)(=[O:10])=[O:11]. The reactants are S([O:8][S:9]([C:12]([F:15])([F:14])[F:13])(=[O:11])=[O:10])(C(F)(F)F)(=O)=O.[F:16][C:17]1[CH:22]=[CH:21][C:20]([C:23]2[O:32][C:26]3=[CH:27][N:28]=[C:29](O)[CH:30]=[C:25]3[C:24]=2[C:33]([NH:35][CH3:36])=[O:34])=[CH:19][CH:18]=1. (6) The reactants are [CH3:1][C:2]1[CH:3]=[C:4]([C:16](=O)[CH3:17])[CH:5]=[N:6][C:7]=1[O:8][CH2:9][C:10]([F:15])([F:14])[CH:11]([F:13])[F:12].[CH3:19][C:20]([S@:23]([NH2:25])=[O:24])([CH3:22])[CH3:21]. No catalyst specified. The product is [CH3:19][C:20]([S@:23]([NH:25][CH:16]([C:4]1[CH:5]=[N:6][C:7]([O:8][CH2:9][C:10]([F:15])([F:14])[CH:11]([F:13])[F:12])=[C:2]([CH3:1])[CH:3]=1)[CH3:17])=[O:24])([CH3:22])[CH3:21]. The yield is 0.770.